Task: Predict the reaction yield, written as a fraction of the theoretical maximum amount of product (1.0 means a 100% yield; for example, 0.34 means a 34% yield).. Dataset: Reaction yield outcomes from USPTO patents with 853,638 reactions (1) The reactants are [F:1][C:2]1[CH:7]=[C:6]([F:8])[CH:5]=[CH:4][C:3]=1[N:9]1[N:17]=[C:16]([C:18](OCC)=[O:19])[C:15]2[CH:14]3[CH2:23][CH:11]([CH2:12][CH2:13]3)[C:10]1=2.[Li+].[BH4-].Cl. The catalyst is C1COCC1. The product is [F:1][C:2]1[CH:7]=[C:6]([F:8])[CH:5]=[CH:4][C:3]=1[N:9]1[C:10]2[CH:11]3[CH2:23][CH:14]([CH2:13][CH2:12]3)[C:15]=2[C:16]([CH2:18][OH:19])=[N:17]1. The yield is 0.900. (2) The reactants are [CH:1]([C:4]1[C:12]([CH:13]=[O:14])=[C:7]2[CH:8]=[CH:9][CH:10]=[CH:11][N:6]2[N:5]=1)([CH3:3])[CH3:2].[Mn]([O-])(=O)(=O)=[O:16].[K+].[OH-].[K+]. The catalyst is C1COCC1.O. The product is [CH:1]([C:4]1[C:12]([C:13]([OH:16])=[O:14])=[C:7]2[CH:8]=[CH:9][CH:10]=[CH:11][N:6]2[N:5]=1)([CH3:3])[CH3:2]. The yield is 0.600.